This data is from NCI-60 drug combinations with 297,098 pairs across 59 cell lines. The task is: Regression. Given two drug SMILES strings and cell line genomic features, predict the synergy score measuring deviation from expected non-interaction effect. Drug 1: CC12CCC3C(C1CCC2=O)CC(=C)C4=CC(=O)C=CC34C. Drug 2: CC1C(C(CC(O1)OC2CC(OC(C2O)C)OC3=CC4=CC5=C(C(=O)C(C(C5)C(C(=O)C(C(C)O)O)OC)OC6CC(C(C(O6)C)O)OC7CC(C(C(O7)C)O)OC8CC(C(C(O8)C)O)(C)O)C(=C4C(=C3C)O)O)O)O. Cell line: NCI-H322M. Synergy scores: CSS=11.1, Synergy_ZIP=-4.98, Synergy_Bliss=-1.91, Synergy_Loewe=-2.32, Synergy_HSA=-2.50.